Dataset: Catalyst prediction with 721,799 reactions and 888 catalyst types from USPTO. Task: Predict which catalyst facilitates the given reaction. (1) Reactant: [N:1]12[CH2:9][CH2:8][CH:5]([CH2:6][CH2:7]1)[N:4]([C:10]1[CH:11]=[C:12]([C:16]([N+:19]([O-:21])=[O:20])=[CH:17][N:18]=1)[C:13]([OH:15])=O)[CH2:3][CH2:2]2.[NH2:22][CH2:23][C:24]([CH3:28])([CH3:27])[CH2:25][OH:26].C(N(CC)CC)C.CN(C(ON1N=NC2C=CC=NC1=2)=[N+](C)C)C.F[P-](F)(F)(F)(F)F. Product: [N:1]12[CH2:9][CH2:8][CH:5]([CH2:6][CH2:7]1)[N:4]([C:10]1[CH:11]=[C:12]([C:16]([N+:19]([O-:21])=[O:20])=[CH:17][N:18]=1)[C:13]([NH:22][CH2:23][C:24]([CH3:28])([CH3:27])[CH2:25][OH:26])=[O:15])[CH2:3][CH2:2]2. The catalyst class is: 3. (2) Reactant: [CH2:1]([N:8]1[C:16]2[C:11](=[N:12][CH:13]=[C:14]([C:26]([OH:28])=O)[C:15]=2[O:17][CH2:18][C:19]2[CH:24]=[CH:23][C:22]([F:25])=[CH:21][CH:20]=2)[C:10]([CH3:29])=[C:9]1[CH3:30])[C:2]1[CH:7]=[CH:6][CH:5]=[CH:4][CH:3]=1.O.O[N:33]1[C:37]2[CH:38]=[CH:39][CH:39]=[CH:38][C:37]=2[N:33]=N1.Cl.CN(C)CCCN=C=NCC.C(N(C(C)C)CC)(C)C.C1(N)CC1. Product: [CH2:1]([N:8]1[C:16]2[C:11](=[N:12][CH:13]=[C:14]([C:26]([NH:33][CH:37]3[CH2:38][CH2:39]3)=[O:28])[C:15]=2[O:17][CH2:18][C:19]2[CH:20]=[CH:21][C:22]([F:25])=[CH:23][CH:24]=2)[C:10]([CH3:29])=[C:9]1[CH3:30])[C:2]1[CH:7]=[CH:6][CH:5]=[CH:4][CH:3]=1. The catalyst class is: 4. (3) Reactant: [CH3:1][O:2][C:3]1[CH:8]=[CH:7][C:6]([S:9](Cl)(=[O:11])=[O:10])=[CH:5][C:4]=1[N+:13]([O-:15])=[O:14].C(O)(=O)C(O)=O.[CH2:22]1[C:25]2([CH2:28][NH:27][CH2:26]2)[CH2:24][O:23]1.C(N(CC)CC)C. Product: [CH3:1][O:2][C:3]1[CH:8]=[CH:7][C:6]([S:9]([N:27]2[CH2:28][C:25]3([CH2:22][O:23][CH2:24]3)[CH2:26]2)(=[O:11])=[O:10])=[CH:5][C:4]=1[N+:13]([O-:15])=[O:14]. The catalyst class is: 4. (4) Reactant: C[Si]([C:5]#[N:6])(C)C.[NH2:7][C:8]1[CH:17]=[CH:16][C:15]2[C:10](=[CH:11][CH:12]=[CH:13][CH:14]=2)[CH:9]=1.[C:18]1(=O)[CH2:21][CH2:20][CH2:19]1. Product: [CH:9]1[C:10]2[C:15](=[CH:14][CH:13]=[CH:12][CH:11]=2)[CH:16]=[CH:17][C:8]=1[NH:7][C:18]1([C:5]#[N:6])[CH2:21][CH2:20][CH2:19]1. The catalyst class is: 4. (5) Reactant: CCN(C(C)C)C(C)C.Cl.Cl.[C:12]1([C:18]2[C:19]([N:27]3[CH2:32][CH2:31][NH:30][CH2:29][CH2:28]3)=[C:20]3[CH:26]=[CH:25][NH:24][C:21]3=[N:22][CH:23]=2)[CH:17]=[CH:16][CH:15]=[CH:14][CH:13]=1.[C:33]([O:37][C:38]([N:40]1[CH2:44][CH2:43][CH2:42][C@H:41]1[C@H:45]([C:49]1[CH:54]=[CH:53][C:52]([Cl:55])=[CH:51][CH:50]=1)[C:46](O)=[O:47])=[O:39])([CH3:36])([CH3:35])[CH3:34].CN(C(ON1N=NC2C=CC=CC1=2)=[N+](C)C)C.[B-](F)(F)(F)F. Product: [Cl:55][C:52]1[CH:51]=[CH:50][C:49]([C@@H:45]([C@@H:41]2[CH2:42][CH2:43][CH2:44][N:40]2[C:38]([O:37][C:33]([CH3:36])([CH3:35])[CH3:34])=[O:39])[C:46](=[O:47])[N:30]2[CH2:29][CH2:28][N:27]([C:19]3[C:18]([C:12]4[CH:13]=[CH:14][CH:15]=[CH:16][CH:17]=4)=[CH:23][N:22]=[C:21]4[NH:24][CH:25]=[CH:26][C:20]=34)[CH2:32][CH2:31]2)=[CH:54][CH:53]=1. The catalyst class is: 2. (6) Reactant: P(Br)(Br)[Br:2].[F:5][C:6]1[C:11]([N+:12]([O-:14])=[O:13])=[CH:10][CH:9]=[CH:8][C:7]=1[CH2:15]O. Product: [Br:2][CH2:15][C:7]1[CH:8]=[CH:9][CH:10]=[C:11]([N+:12]([O-:14])=[O:13])[C:6]=1[F:5]. The catalyst class is: 27. (7) Reactant: [H-].[Na+].[CH2:3]([NH:7][C:8]1[CH:13]=[CH:12][C:11]([C:14]2[CH:19]=[CH:18][C:17]([NH:20][C:21]([C:23]3[CH:28]=[C:27]([N+:29]([O-:31])=[O:30])[CH:26]=[CH:25][C:24]=3[Cl:32])=[O:22])=[CH:16][CH:15]=2)=[CH:10][CH:9]=1)[CH2:4][CH2:5][CH3:6].[CH3:33]I.O. Product: [CH2:3]([N:7]([C:8]1[CH:13]=[CH:12][C:11]([C:14]2[CH:15]=[CH:16][C:17]([NH:20][C:21]([C:23]3[CH:28]=[C:27]([N+:29]([O-:31])=[O:30])[CH:26]=[CH:25][C:24]=3[Cl:32])=[O:22])=[CH:18][CH:19]=2)=[CH:10][CH:9]=1)[CH3:33])[CH2:4][CH2:5][CH3:6]. The catalyst class is: 3.